From a dataset of Forward reaction prediction with 1.9M reactions from USPTO patents (1976-2016). Predict the product of the given reaction. (1) Given the reactants C1(P(C2C=CC=CC=2)CCCCP(C2C=CC=CC=2)C2C=CC=CC=2)C=CC=CC=1.[NH2:31][C:32]1[C:33]([C:39]([C:41]2[CH:42]=[N:43][CH:44]=[CH:45][CH:46]=2)=[O:40])=[N:34][C:35](Br)=[CH:36][N:37]=1.B(O)(O)[C:48]1[NH:56][C:55]2[C:50](=[CH:51][CH:52]=[CH:53][CH:54]=2)[CH:49]=1.C([O-])([O-])=O.[Na+].[Na+], predict the reaction product. The product is: [NH2:31][C:32]1[C:33]([C:39]([C:41]2[CH:42]=[N:43][CH:44]=[CH:45][CH:46]=2)=[O:40])=[N:34][C:35]([C:52]2[CH:51]=[C:50]3[C:55](=[CH:54][CH:53]=2)[NH:56][CH:48]=[CH:49]3)=[CH:36][N:37]=1. (2) Given the reactants [Br:1][C:2]1[CH:7]=[C:6]([CH2:8][OH:9])[CH:5]=[C:4]([I:10])[C:3]=1[C:11]1[CH:16]=[CH:15][C:14]([O:17][Si](C(C)(C)C)(C)C)=[CH:13][CH:12]=1.C([Al]CC(C)C)C(C)C.[BH4-].[Na+].O, predict the reaction product. The product is: [Br:1][C:2]1[CH:7]=[C:6]([CH2:8][OH:9])[CH:5]=[C:4]([I:10])[C:3]=1[C:11]1[CH:16]=[CH:15][C:14]([OH:17])=[CH:13][CH:12]=1. (3) Given the reactants [CH2:1]([O:3][C:4]([C:6]1[CH:11]=[C:10]([O:12][CH2:13][CH2:14]Br)[CH:9]=[C:8]([C:16]2[CH:21]=[CH:20][CH:19]=[CH:18][CH:17]=2)[N:7]=1)=[O:5])[CH3:2].[C:22]([N:29]1[CH2:34][CH2:33][NH:32][CH2:31][CH2:30]1)([O:24][C:25]([CH3:28])([CH3:27])[CH3:26])=[O:23].CCN(C(C)C)C(C)C, predict the reaction product. The product is: [C:25]([O:24][C:22]([N:29]1[CH2:34][CH2:33][N:32]([CH2:14][CH2:13][O:12][C:10]2[CH:9]=[C:8]([C:16]3[CH:21]=[CH:20][CH:19]=[CH:18][CH:17]=3)[N:7]=[C:6]([C:4]([O:3][CH2:1][CH3:2])=[O:5])[CH:11]=2)[CH2:31][CH2:30]1)=[O:23])([CH3:28])([CH3:26])[CH3:27]. (4) Given the reactants Br[C:2]1[CH:3]=[C:4]2[CH:10]=[CH:9][NH:8][C:5]2=[N:6][CH:7]=1.[C:11]1(B(O)O)[CH:16]=[CH:15][CH:14]=[CH:13][CH:12]=1.O.COCCOC, predict the reaction product. The product is: [C:11]1([C:2]2[CH:3]=[C:4]3[CH:10]=[CH:9][NH:8][C:5]3=[N:6][CH:7]=2)[CH:16]=[CH:15][CH:14]=[CH:13][CH:12]=1. (5) The product is: [N+:2]([C:5]1[CH:6]=[C:7]([C:8]2[NH:10][C:26]([C:25]3[CH:30]=[CH:31][CH:32]=[C:23]([N+:20]([O-:22])=[O:21])[CH:24]=3)=[CH:27][N:9]=2)[CH:11]=[CH:12][CH:13]=1)([O-:4])=[O:3]. Given the reactants Cl.[N+:2]([C:5]1[CH:6]=[C:7]([CH:11]=[CH:12][CH:13]=1)[C:8]([NH2:10])=[NH:9])([O-:4])=[O:3].C([O-])(O)=O.[Na+].O.[N+:20]([C:23]1[CH:24]=[C:25]([CH:30]=[CH:31][CH:32]=1)[C:26](=O)[CH2:27]Br)([O-:22])=[O:21], predict the reaction product. (6) Given the reactants [OH-].[Na+].[CH:3]1([O:9][CH2:10][C:11]([O:13]CC)=[O:12])[CH2:8][CH2:7][CH2:6][CH2:5][CH2:4]1.Cl, predict the reaction product. The product is: [CH:3]1([O:9][CH2:10][C:11]([OH:13])=[O:12])[CH2:8][CH2:7][CH2:6][CH2:5][CH2:4]1.